From a dataset of Full USPTO retrosynthesis dataset with 1.9M reactions from patents (1976-2016). Predict the reactants needed to synthesize the given product. (1) Given the product [F:4][C:3]([F:6])([F:5])[C:1]([OH:7])=[O:2].[NH2:28][C@H:25]1[CH2:24][O:23][C:22]2[C:36]([C:40]([F:42])([F:41])[F:43])=[CH:37][CH:38]=[CH:39][C:21]=2[N:20]([CH2:19][C:10]2[C:11]3[C:16](=[CH:15][CH:14]=[CH:13][CH:12]=3)[CH:17]=[CH:18][C:9]=2[CH3:8])[C:26]1=[O:27], predict the reactants needed to synthesize it. The reactants are: [C:1]([OH:7])([C:3]([F:6])([F:5])[F:4])=[O:2].[CH3:8][C:9]1[CH:18]=[CH:17][C:16]2[C:11](=[CH:12][CH:13]=[CH:14][CH:15]=2)[C:10]=1[CH2:19][N:20]1[C:26](=[O:27])[C@@H:25]([NH:28]C(=O)OC(C)(C)C)[CH2:24][O:23][C:22]2[C:36]([C:40]([F:43])([F:42])[F:41])=[CH:37][CH:38]=[CH:39][C:21]1=2. (2) Given the product [CH3:26][C:25]1[N:9]=[C:2]([CH2:3][CH2:4][CH3:5])[NH:18][C:19]=1[C:20]([O:22][CH2:23][CH3:24])=[O:21], predict the reactants needed to synthesize it. The reactants are: Cl.[C:2](=[NH:9])(OCC)[CH2:3][CH2:4][CH3:5].C(N(CC)CC)C.Cl.[NH2:18][CH:19]([C:25](=O)[CH3:26])[C:20]([O:22][CH2:23][CH3:24])=[O:21].